From a dataset of Full USPTO retrosynthesis dataset with 1.9M reactions from patents (1976-2016). Predict the reactants needed to synthesize the given product. (1) Given the product [O:6]=[C:7]1[NH:11][C:10](=[O:12])[C:9](=[CH:13][C:14]2[CH:15]=[CH:16][C:17]([F:37])=[C:18]([C:20]3[N:25]=[C:24]([N:26]4[CH2:32][CH2:31][CH2:30][N:29]([C:33]([O:35][CH3:36])=[O:34])[CH2:28][CH2:27]4)[CH:23]=[N:22][CH:21]=3)[CH:19]=2)[S:8]1, predict the reactants needed to synthesize it. The reactants are: C(Cl)(=O)OC.[O:6]=[C:7]1[NH:11][C:10](=[O:12])/[C:9](=[CH:13]/[C:14]2[CH:15]=[CH:16][C:17]([F:37])=[C:18]([C:20]3[N:25]=[C:24]([N:26]4[CH2:32][CH2:31][CH2:30][N:29]([C:33]([O:35][CH3:36])=[O:34])[CH2:28][CH2:27]4)[CH:23]=[N:22][CH:21]=3)[CH:19]=2)/[S:8]1. (2) Given the product [Cl:14][C:2]1[C:10]2[C:6](=[N:7][O:8][N:9]=2)[C:5]([N+:11]([O-:13])=[O:12])=[CH:4][CH:3]=1, predict the reactants needed to synthesize it. The reactants are: Br[C:2]1[C:10]2[C:6](=[N:7][O:8][N:9]=2)[C:5]([N+:11]([O-:13])=[O:12])=[CH:4][CH:3]=1.[Cl:14]C1C2C(=NSN=2)C([N+]([O-])=O)=CC=1.BrC1C2C(=NSN=2)C([N+]([O-])=O)=CC=1.ClC1C2C(=N[Se]N=2)C([N+]([O-])=O)=CC=1.BrC1C2C(=N[Se]N=2)C([N+]([O-])=O)=CC=1. (3) Given the product [CH3:21][N:2]1[CH2:3][CH:4]2[CH2:6][C:1]1([C:7]1[NH:11][C:10]3[CH:12]=[CH:13][CH:14]=[C:15]([C:16]([NH2:18])=[O:17])[C:9]=3[N:8]=1)[CH2:5]2, predict the reactants needed to synthesize it. The reactants are: [C:1]12([C:7]3[NH:11][C:10]4[CH:12]=[CH:13][CH:14]=[C:15]([C:16]([NH2:18])=[O:17])[C:9]=4[N:8]=3)[CH2:6][CH:4]([CH2:5]1)[CH2:3][NH:2]2.C=O.[C:21]([BH3-])#N.[Na+].